Task: Predict the reaction yield, written as a fraction of the theoretical maximum amount of product (1.0 means a 100% yield; for example, 0.34 means a 34% yield).. Dataset: Reaction yield outcomes from USPTO patents with 853,638 reactions (1) The reactants are [C:1]([N:8]1[CH2:13][CH2:12][NH:11][CH:10]([CH3:14])[CH2:9]1)([O:3][C:4]([CH3:7])([CH3:6])[CH3:5])=[O:2].Cl[C:16]1[C:17]2[CH:24]=[C:23]([CH2:25][CH3:26])[S:22][C:18]=2[N:19]=[CH:20][N:21]=1. No catalyst specified. The product is [CH2:25]([C:23]1[S:22][C:18]2[N:19]=[CH:20][N:21]=[C:16]([N:11]3[CH2:12][CH2:13][N:8]([C:1]([O:3][C:4]([CH3:7])([CH3:6])[CH3:5])=[O:2])[CH2:9][CH:10]3[CH3:14])[C:17]=2[CH:24]=1)[CH3:26]. The yield is 0.960. (2) The reactants are O[CH2:2][C:3]1[CH:4]=[C:5]([C:9]#[N:10])[CH:6]=[N:7][CH:8]=1.Cl.S(Cl)([Cl:14])=O. The catalyst is C(Cl)Cl.O1CCOCC1.C1(C)C=CC=CC=1. The product is [Cl:14][CH2:2][C:3]1[CH:4]=[C:5]([C:9]#[N:10])[CH:6]=[N:7][CH:8]=1. The yield is 0.730. (3) The reactants are C(OC([N:8]1[CH2:13][CH2:12][N:11]([C:14]2[C:19]([NH:20][C:21](=[O:32])[C:22]3[CH:27]=[CH:26][CH:25]=[C:24]([C:28]([F:31])([F:30])[F:29])[CH:23]=3)=[CH:18][C:17]([Cl:33])=[CH:16][N:15]=2)[CH2:10][CH2:9]1)=O)(C)(C)C.Cl. The catalyst is C(Cl)Cl.O1CCOCC1. The product is [Cl:33][C:17]1[CH:18]=[C:19]([NH:20][C:21](=[O:32])[C:22]2[CH:27]=[CH:26][CH:25]=[C:24]([C:28]([F:30])([F:31])[F:29])[CH:23]=2)[C:14]([N:11]2[CH2:12][CH2:13][NH:8][CH2:9][CH2:10]2)=[N:15][CH:16]=1. The yield is 1.00. (4) The reactants are [OH-].[Na+].[C:3]1([C:12]2[CH:17]=[CH:16][CH:15]=[CH:14][CH:13]=2)[CH:8]=[CH:7][C:6](B(O)O)=[CH:5][CH:4]=1.CC(C)=O.[F:22][BH-](F)F.F[BH-](F)F.ClC[N+]12CC[N+](F)(CC1)CC2. The catalyst is CO.C(S([O-])(=O)=O)(F)(F)F.[Ag+]. The product is [F:22][C:6]1[CH:7]=[CH:8][C:3]([C:12]2[CH:17]=[CH:16][CH:15]=[CH:14][CH:13]=2)=[CH:4][CH:5]=1. The yield is 0.940.